Task: Predict the product of the given reaction.. Dataset: Forward reaction prediction with 1.9M reactions from USPTO patents (1976-2016) Given the reactants Cl.Cl.[CH3:3][C:4]1[N:8]([CH:9]2[CH2:15][CH:14]3[N:16]([CH2:17][CH2:18][C:19]4([C:25]5[CH:30]=[CH:29][CH:28]=[CH:27][C:26]=5[CH3:31])[CH2:24][CH2:23][NH:22][CH2:21][CH2:20]4)[CH:11]([CH2:12][CH2:13]3)[CH2:10]2)[C:7]2[CH:32]=[CH:33][CH:34]=[CH:35][C:6]=2[N:5]=1.[Cl:36][C:37]1[CH:45]=[CH:44][C:40]([C:41]([OH:43])=[O:42])=[CH:39][C:38]=1[S:46](=[O:49])(=[O:48])[NH2:47].C(N(CC)CC)C.F[P-](F)(F)(F)(F)F.N1(OC(N(C)C)=[N+](C)C)C2N=CC=CC=2N=N1, predict the reaction product. The product is: [OH-:42].[NH4+:5].[Cl:36][C:37]1[CH:45]=[CH:44][C:40]([C:41]([N:22]2[CH2:21][CH2:20][C:19]([CH2:18][CH2:17][N:16]3[C@H:11]4[CH2:12][CH2:13][C@@H:14]3[CH2:15][CH:9]([N:8]3[C:7]5[CH:32]=[CH:33][CH:34]=[CH:35][C:6]=5[N:5]=[C:4]3[CH3:3])[CH2:10]4)([C:25]3[CH:30]=[CH:29][CH:28]=[CH:27][C:26]=3[CH3:31])[CH2:24][CH2:23]2)=[O:43])=[CH:39][C:38]=1[S:46]([NH2:47])(=[O:49])=[O:48].